This data is from Full USPTO retrosynthesis dataset with 1.9M reactions from patents (1976-2016). The task is: Predict the reactants needed to synthesize the given product. Given the product [F:1][C:2]1[CH:7]=[CH:6][C:5]([CH:8]2[C:16]3[C:11](=[CH:12][CH:13]=[CH:14][CH:15]=3)[CH:10]([C:17]3[N:18]=[CH:19][NH:20][CH:21]=3)[CH2:9]2)=[CH:4][CH:3]=1, predict the reactants needed to synthesize it. The reactants are: [F:1][C:2]1[CH:7]=[CH:6][C:5]([CH:8]2[C:16]3[C:11](=[CH:12][CH:13]=[CH:14][CH:15]=3)[C:10]([C:17]3[N:18]=[CH:19][NH:20][CH:21]=3)=[CH:9]2)=[CH:4][CH:3]=1.